Dataset: Catalyst prediction with 721,799 reactions and 888 catalyst types from USPTO. Task: Predict which catalyst facilitates the given reaction. (1) Reactant: [CH3:1][C:2]1([CH3:31])[CH2:7][CH:6]([C:8]2[C:16]3[C:11](=[C:12]([C:26]([NH2:28])=[O:27])[CH:13]=[C:14](B4OC(C)(C)C(C)(C)O4)[CH:15]=3)[NH:10][CH:9]=2)[CH2:5][CH2:4][S:3]1(=[O:30])=[O:29].Br[C:33]1[S:37][C:36]([CH2:38][N:39]2[CH2:43][CH2:42][CH2:41][CH2:40]2)=[CH:35][CH:34]=1.C(=O)([O-])[O-].[K+].[K+]. The catalyst class is: 669. Product: [CH3:31][C:2]1([CH3:1])[CH2:7][CH:6]([C:8]2[C:16]3[C:11](=[C:12]([C:26]([NH2:28])=[O:27])[CH:13]=[C:14]([C:33]4[S:37][C:36]([CH2:38][N:39]5[CH2:43][CH2:42][CH2:41][CH2:40]5)=[CH:35][CH:34]=4)[CH:15]=3)[NH:10][CH:9]=2)[CH2:5][CH2:4][S:3]1(=[O:29])=[O:30]. (2) Reactant: FC(F)(F)C(O)=O.[Cl:8][C:9]1[CH:17]=[C:16]2[C:12]([CH2:13][CH2:14][C:15]2([CH:19]2[CH2:21][CH2:20]2)O)=[CH:11][CH:10]=1.[CH3:22][S:23][CH2:24][C:25]1[CH:26]=[CH:27][CH:28]=[C:29]2[C:33]=1[NH:32][CH:31]=[CH:30]2.[Cl-].[NH4+]. Product: [Cl:8][C:9]1[CH:17]=[C:16]2[C:12]([CH2:13][CH2:14][C:15]2([C:30]2[C:29]3[C:33](=[C:25]([CH2:24][S:23][CH3:22])[CH:26]=[CH:27][CH:28]=3)[NH:32][CH:31]=2)[CH:19]2[CH2:21][CH2:20]2)=[CH:11][CH:10]=1. The catalyst class is: 4. (3) Reactant: [CH3:1][N:2]1[CH2:14][CH2:13][C:12]2[C:11]3[C:6](=[CH:7][CH:8]=[C:9]([CH3:15])[CH:10]=3)[NH:5][C:4]=2[CH2:3]1.[H-].[Na+].[O:18]1[CH2:20][CH:19]1[C:21]1[CH:26]=[CH:25][N:24]=[CH:23][CH:22]=1. Product: [CH3:1][N:2]1[CH2:14][CH2:13][C:12]2[C:11]3[C:6](=[CH:7][CH:8]=[C:9]([CH3:15])[CH:10]=3)[N:5]([CH2:20][CH:19]([C:21]3[CH:26]=[CH:25][N:24]=[CH:23][CH:22]=3)[OH:18])[C:4]=2[CH2:3]1. The catalyst class is: 3. (4) Reactant: C[Si](C)(C)[N-][Si](C)(C)C.[Li+].[F:11][C:12]([F:23])([F:22])[C:13]1[NH:21][C:16]2=[N:17][CH:18]=[CH:19][CH:20]=[C:15]2[CH:14]=1.Cl[C:25]([O:27][CH3:28])=[O:26].O. Product: [F:23][C:12]([F:11])([F:22])[C:13]1[N:21]([C:25]([O:27][CH3:28])=[O:26])[C:16]2=[N:17][CH:18]=[CH:19][CH:20]=[C:15]2[CH:14]=1. The catalyst class is: 266. (5) Reactant: [C:1]([O:4][CH2:5][C:6]1[CH:15]=[CH:14][C:9]([C:10]([O:12][CH3:13])=[O:11])=[CH:8][C:7]=1Br)(=[O:3])[CH3:2].CC([O-])=O.[K+].[CH3:22][C:23]1([CH3:39])[C:27]([CH3:29])([CH3:28])[O:26][B:25]([B:25]2[O:26][C:27]([CH3:29])([CH3:28])[C:23]([CH3:39])([CH3:22])[O:24]2)[O:24]1. Product: [C:1]([O:4][CH2:5][C:6]1[CH:15]=[CH:14][C:9]([C:10]([O:12][CH3:13])=[O:11])=[CH:8][C:7]=1[B:25]1[O:26][C:27]([CH3:29])([CH3:28])[C:23]([CH3:39])([CH3:22])[O:24]1)(=[O:3])[CH3:2]. The catalyst class is: 294.